This data is from HIV replication inhibition screening data with 41,000+ compounds from the AIDS Antiviral Screen. The task is: Binary Classification. Given a drug SMILES string, predict its activity (active/inactive) in a high-throughput screening assay against a specified biological target. The compound is COc1ccc2nc(N=CN(C)C)sc2c1. The result is 0 (inactive).